This data is from Reaction yield outcomes from USPTO patents with 853,638 reactions. The task is: Predict the reaction yield, written as a fraction of the theoretical maximum amount of product (1.0 means a 100% yield; for example, 0.34 means a 34% yield). (1) The reactants are [CH3:1][O:2][C:3]1[CH:4]=[C:5]([NH:9][C:10]2[CH:15]=[C:14]([N:16]([CH3:18])[CH3:17])[N:13]=[C:12]([N:19]3[CH2:24][CH2:23][NH:22][CH2:21][CH2:20]3)[N:11]=2)[CH:6]=[CH:7][CH:8]=1.CCN(C(C)C)C(C)C.Cl[CH2:35][C:36]1[CH:41]=[CH:40][CH:39]=[C:38]([O:42][CH3:43])[CH:37]=1. The catalyst is O1CCOCC1. The product is [CH3:43][O:42][C:38]1[CH:37]=[C:36]([CH:41]=[CH:40][CH:39]=1)[CH2:35][N:22]1[CH2:23][CH2:24][N:19]([C:12]2[N:11]=[C:10]([NH:9][C:5]3[CH:6]=[CH:7][CH:8]=[C:3]([O:2][CH3:1])[CH:4]=3)[CH:15]=[C:14]([N:16]([CH3:18])[CH3:17])[N:13]=2)[CH2:20][CH2:21]1. The yield is 0.700. (2) The reactants are [CH3:1][C:2]([C:4]1[CH:9]=[CH:8][C:7](I)=[CH:6][CH:5]=1)=[O:3].[CH:11]([Sn](CCCC)(CCCC)CCCC)=[CH2:12].CCOC(C)=O. The catalyst is CN(C=O)C.C1C=CC(/C=C/C(/C=C/C2C=CC=CC=2)=O)=CC=1.C1C=CC(/C=C/C(/C=C/C2C=CC=CC=2)=O)=CC=1.C1C=CC(/C=C/C(/C=C/C2C=CC=CC=2)=O)=CC=1.[Pd].[Pd].[Cu]I.O1C=CC=C1P(C1OC=CC=1)C1OC=CC=1. The product is [CH:11]([C:7]1[CH:8]=[CH:9][C:4]([C:2](=[O:3])[CH3:1])=[CH:5][CH:6]=1)=[CH2:12]. The yield is 1.00. (3) The reactants are [Cl:1][C:2]1[C:7]([C:8]2[C:9](=[O:21])[N:10]([CH2:19][CH3:20])[C:11]3[C:16]([CH:17]=2)=[CH:15][N:14]=[C:13](Cl)[CH:12]=3)=[CH:6][C:5]([NH:22][C:23]([NH:25][C:26]2[CH:31]=[C:30]([F:32])[CH:29]=[C:28]([F:33])[CH:27]=2)=[O:24])=[C:4]([F:34])[CH:3]=1.CC1(C)C2C(=C(P(C3C=CC=CC=3)C3C=CC=CC=3)C=CC=2)OC2C(P(C3C=CC=CC=3)C3C=CC=CC=3)=CC=CC1=2.C([O-])([O-])=O.[Cs+].[Cs+].[C:83]([NH2:86])(=[O:85])[CH3:84]. The catalyst is O1CCOCC1.C1C=CC(/C=C/C(/C=C/C2C=CC=CC=2)=O)=CC=1.C1C=CC(/C=C/C(/C=C/C2C=CC=CC=2)=O)=CC=1.C1C=CC(/C=C/C(/C=C/C2C=CC=CC=2)=O)=CC=1.[Pd].[Pd].C1COCC1. The product is [Cl:1][C:2]1[CH:3]=[C:4]([F:34])[C:5]([NH:22][C:23]([NH:25][C:26]2[CH:27]=[C:28]([F:33])[CH:29]=[C:30]([F:32])[CH:31]=2)=[O:24])=[CH:6][C:7]=1[C:8]1[C:9](=[O:21])[N:10]([CH2:19][CH3:20])[C:11]2[C:16]([CH:17]=1)=[CH:15][N:14]=[C:13]([NH:86][C:83](=[O:85])[CH3:84])[CH:12]=2. The yield is 0.0480. (4) The reactants are [CH3:1][O:2][C:3]1[CH:4]=[CH:5][C:6]2[N:7]([CH:9]=[C:10]([C:12]3[CH:17]=[CH:16][C:15]([CH3:18])=[C:14]([N+:19]([O-])=O)[CH:13]=3)[N:11]=2)[N:8]=1.CC(O)=O. The catalyst is C(O)C.O.[Fe]. The product is [CH3:1][O:2][C:3]1[CH:4]=[CH:5][C:6]2[N:7]([CH:9]=[C:10]([C:12]3[CH:17]=[CH:16][C:15]([CH3:18])=[C:14]([CH:13]=3)[NH2:19])[N:11]=2)[N:8]=1. The yield is 0.730. (5) The reactants are Br[C:2]1[CH:7]=[CH:6][C:5]([S:8]([CH3:11])(=[O:10])=[O:9])=[CH:4][C:3]=1[N+:12]([O-:14])=[O:13].[CH2:15](B(O)O)[CH3:16].C([O-])([O-])=O.[K+].[K+].CC(=O)OCC. The catalyst is O1CCOCC1.O.C1C=CC(P(C2C=CC=CC=2)[C-]2C=CC=C2)=CC=1.C1C=CC(P(C2C=CC=CC=2)[C-]2C=CC=C2)=CC=1.Cl[Pd]Cl.[Fe+2]. The product is [CH2:15]([C:2]1[CH:7]=[CH:6][C:5]([S:8]([CH3:11])(=[O:10])=[O:9])=[CH:4][C:3]=1[N+:12]([O-:14])=[O:13])[CH3:16]. The yield is 0.400.